The task is: Predict which catalyst facilitates the given reaction.. This data is from Catalyst prediction with 721,799 reactions and 888 catalyst types from USPTO. (1) Reactant: [CH3:1][C:2](C)([O-:4])[CH3:3].[K+].O1[CH2:12][CH2:11]OCC1.[NH2:13][C:14]1[S:15][C:16]([CH3:21])=[CH:17][C:18]=1[C:19]#[N:20].O1C=CC=C1C#[N:28]. Product: [O:4]1[CH:12]=[CH:11][CH:1]=[C:2]1[C:3]1[N:20]=[C:19]([NH2:28])[C:18]2[CH:17]=[C:16]([CH3:21])[S:15][C:14]=2[N:13]=1. The catalyst class is: 1. (2) Reactant: [CH:1]([NH:4][C:5]([C@H:7]1[CH2:11][CH2:10][CH2:9][C@H:8]1[NH:12][C:13]1[C:18]([Cl:19])=[CH:17][N:16]=[C:15]([NH:20][C:21]2[CH:26]=[CH:25][C:24]([N:27]3[CH2:32][CH2:31][CH:30]([N:33]4[CH2:38][CH2:37][NH:36][CH2:35][CH2:34]4)[CH2:29][CH2:28]3)=[CH:23][CH:22]=2)[N:14]=1)=[O:6])([CH3:3])[CH3:2].[CH:39](=O)[CH:40]([CH3:42])[CH3:41].C(O)(=O)C.C(O[BH-](OC(=O)C)OC(=O)C)(=O)C.[Na+]. Product: [CH:1]([NH:4][C:5]([C@H:7]1[CH2:11][CH2:10][CH2:9][C@H:8]1[NH:12][C:13]1[C:18]([Cl:19])=[CH:17][N:16]=[C:15]([NH:20][C:21]2[CH:22]=[CH:23][C:24]([N:27]3[CH2:32][CH2:31][CH:30]([N:33]4[CH2:38][CH2:37][N:36]([CH2:39][CH:40]([CH3:42])[CH3:41])[CH2:35][CH2:34]4)[CH2:29][CH2:28]3)=[CH:25][CH:26]=2)[N:14]=1)=[O:6])([CH3:3])[CH3:2]. The catalyst class is: 3. (3) Reactant: C(OC([N:8]1[CH2:13][CH2:12][C:11]([C:17]2[CH:22]=[C:21]([C:23]([F:26])([F:25])[F:24])[CH:20]=[C:19]([C:27]([F:30])([F:29])[F:28])[CH:18]=2)([C:14](O)=[O:15])[CH2:10][CH2:9]1)=O)(C)(C)C.[CH:31]1([CH2:37][NH2:38])[CH2:36][CH2:35][CH2:34][CH2:33][CH2:32]1.C(N(C(C)C)CC)(C)C.CN(C(ON1N=NC2C=CC=CC1=2)=[N+](C)C)C.F[P-](F)(F)(F)(F)F. Product: [CH:31]1([CH2:37][NH:38][C:14]([C:11]2([C:17]3[CH:18]=[C:19]([C:27]([F:29])([F:28])[F:30])[CH:20]=[C:21]([C:23]([F:26])([F:25])[F:24])[CH:22]=3)[CH2:12][CH2:13][NH:8][CH2:9][CH2:10]2)=[O:15])[CH2:36][CH2:35][CH2:34][CH2:33][CH2:32]1. The catalyst class is: 3. (4) Reactant: [F:1][C:2]1[CH:7]=[CH:6][C:5]([C:8]2[C:18]([C:19]3[CH:20]=[CH:21][C:22](=[O:32])[N:23]([C:25]4[CH:30]=[CH:29][CH:28]=[CH:27][C:26]=4[CH3:31])[N:24]=3)=[C:11]3[NH:12][CH2:13][CH:14]([CH2:16][OH:17])[CH2:15][N:10]3[N:9]=2)=[CH:4][CH:3]=1.CCN(CC)CC.CCOC(C)=O. Product: [F:1][C:2]1[CH:3]=[CH:4][C:5]([C:8]2[C:18]([C:19]3[CH:20]=[CH:21][C:22](=[O:32])[N:23]([C:25]4[CH:30]=[CH:29][CH:28]=[CH:27][C:26]=4[CH3:31])[N:24]=3)=[C:11]3[NH:12][CH2:13][CH:14]([CH:16]=[O:17])[CH2:15][N:10]3[N:9]=2)=[CH:6][CH:7]=1. The catalyst class is: 16. (5) Reactant: [N+:1]([C:4]1[CH:9]=[CH:8][C:7]([OH:10])=[CH:6][CH:5]=1)([O-:3])=[O:2].C(N(CC)CC)C.[N+:18]([C:21]1[CH:32]=[CH:31][C:24]([O:25][CH:26]([CH3:30])[C:27](Cl)=[O:28])=[CH:23][CH:22]=1)([O-:20])=[O:19]. Product: [N+:1]([C:4]1[CH:9]=[CH:8][C:7]([O:10][C:27](=[O:28])[CH:26]([O:25][C:24]2[CH:23]=[CH:22][C:21]([N+:18]([O-:20])=[O:19])=[CH:32][CH:31]=2)[CH3:30])=[CH:6][CH:5]=1)([O-:3])=[O:2]. The catalyst class is: 13. (6) Reactant: [CH2:1](N(C(C)C)C(C)C)C.[CH3:10][O:11][C:12]1[CH:17]=[CH:16][C:15]([CH2:18][NH2:19])=[CH:14][CH:13]=1.[Br:20][C:21]1[CH:30]=[C:29]2[C:24]([N:25]=[C:26](Cl)[C:27]([CH2:31][CH2:32][C:33]([O-:35])=[O:34])=[N:28]2)=[CH:23][CH:22]=1. Product: [Br:20][C:21]1[CH:30]=[C:29]2[C:24]([N:25]=[C:26]([NH:19][CH2:18][C:15]3[CH:16]=[CH:17][C:12]([O:11][CH3:10])=[CH:13][CH:14]=3)[C:27]([CH2:31][CH2:32][C:33]([O:35][CH3:1])=[O:34])=[N:28]2)=[CH:23][CH:22]=1. The catalyst class is: 31. (7) Product: [C:1]([O:5][C:6]([CH:8]1[CH2:14][CH2:13][C:12]2[CH:15]=[C:16]([N+:21]([O-:23])=[O:22])[C:17]([OH:19])=[CH:18][C:11]=2[NH:10][C:9]1=[O:20])=[O:7])([CH3:4])([CH3:2])[CH3:3]. Reactant: [C:1]([O:5][C:6]([CH:8]1[CH2:14][CH2:13][C:12]2[CH:15]=[CH:16][C:17]([OH:19])=[CH:18][C:11]=2[NH:10][C:9]1=[O:20])=[O:7])([CH3:4])([CH3:3])[CH3:2].[N+:21]([O-])([OH:23])=[O:22].O. The catalyst class is: 152. (8) Product: [C:1]([C:3]1[CH:8]=[CH:7][CH:6]=[CH:5][C:4]=1[NH:9][C:10]1[N:27]=[C:13]2[CH:14]=[CH:15][C:16]([C:18]3[CH:19]=[CH:20][C:21]([C:22]([NH:37][CH2:36][C:35]([F:39])([F:38])[F:34])=[O:24])=[CH:25][CH:26]=3)=[CH:17][N:12]2[N:11]=1)#[N:2]. Reactant: [C:1]([C:3]1[CH:8]=[CH:7][CH:6]=[CH:5][C:4]=1[NH:9][C:10]1[N:27]=[C:13]2[CH:14]=[CH:15][C:16]([C:18]3[CH:26]=[CH:25][C:21]([C:22]([OH:24])=O)=[CH:20][CH:19]=3)=[CH:17][N:12]2[N:11]=1)#[N:2].C(=O)([O-])[O-].[K+].[K+].[F:34][C:35]([F:39])([F:38])[CH2:36][NH2:37].CN(C(ON1N=NC2C=CC=NC1=2)=[N+](C)C)C.F[P-](F)(F)(F)(F)F. The catalyst class is: 3. (9) Reactant: [C:1]([Si:5]([CH3:21])([CH3:20])[O:6][CH2:7][CH2:8][CH2:9][O:10][C:11]1[CH:16]=[CH:15][CH:14]=[CH:13][C:12]=1[N+:17]([O-])=O)([CH3:4])([CH3:3])[CH3:2]. Product: [Si:5]([O:6][CH2:7][CH2:8][CH2:9][O:10][C:11]1[CH:16]=[CH:15][CH:14]=[CH:13][C:12]=1[NH2:17])([C:1]([CH3:3])([CH3:4])[CH3:2])([CH3:21])[CH3:20]. The catalyst class is: 457.